This data is from TCR-epitope binding with 47,182 pairs between 192 epitopes and 23,139 TCRs. The task is: Binary Classification. Given a T-cell receptor sequence (or CDR3 region) and an epitope sequence, predict whether binding occurs between them. (1) The TCR CDR3 sequence is CASTLAGGSYNEQFF. Result: 0 (the TCR does not bind to the epitope). The epitope is FTYASALWEI. (2) The epitope is RPHERNGFTVL. The TCR CDR3 sequence is CASSLLDGTRDQQYF. Result: 0 (the TCR does not bind to the epitope). (3) The epitope is KLNVGDYFV. The TCR CDR3 sequence is CASSQGGTTAYNEQFF. Result: 1 (the TCR binds to the epitope). (4) The epitope is QIKVRVKMV. The TCR CDR3 sequence is CSGWGGTRDHGYTF. Result: 1 (the TCR binds to the epitope). (5) The epitope is FLNRFTTTL. The TCR CDR3 sequence is CASSLALADTQYF. Result: 0 (the TCR does not bind to the epitope). (6) The epitope is ITEEVGHTDLMAAY. The TCR CDR3 sequence is CASSTYRGEPQHF. Result: 1 (the TCR binds to the epitope). (7) The epitope is TLDSKTQSL. The TCR CDR3 sequence is CASSQDQGLGVGDEQYF. Result: 0 (the TCR does not bind to the epitope).